This data is from Full USPTO retrosynthesis dataset with 1.9M reactions from patents (1976-2016). The task is: Predict the reactants needed to synthesize the given product. (1) Given the product [Br:13][C:14]1[C:15]([F:22])=[C:16]([CH:17]=[C:18]([CH2:20][CH3:21])[CH:19]=1)[CH:26]=[O:27], predict the reactants needed to synthesize it. The reactants are: C(NC(C)C)(C)C.[Li]CCCC.[Br:13][C:14]1[CH:19]=[C:18]([CH2:20][CH3:21])[CH:17]=[CH:16][C:15]=1[F:22].CN([CH:26]=[O:27])C. (2) The reactants are: [CH:1]1([C:4]([C:6]2[CH:11]=[CH:10][C:9]([N:12]3[CH2:16][CH2:15][N:14]([C:17]4[CH:18]=[N:19][CH:20]=[CH:21][C:22]=4[CH3:23])[C:13]3=[O:24])=[CH:8][C:7]=2F)=O)[CH2:3][CH2:2]1.CO.O.[NH2:29][NH2:30]. Given the product [CH:1]1([C:4]2[C:6]3[C:7](=[CH:8][C:9]([N:12]4[CH2:16][CH2:15][N:14]([C:17]5[CH:18]=[N:19][CH:20]=[CH:21][C:22]=5[CH3:23])[C:13]4=[O:24])=[CH:10][CH:11]=3)[NH:30][N:29]=2)[CH2:3][CH2:2]1, predict the reactants needed to synthesize it. (3) Given the product [ClH:20].[F:1][C:2]1[CH:3]=[C:4]([C:9]2[O:13][N:12]=[C:11]([C:14]3[CH:19]=[CH:18][N:17]=[N:16][CH:15]=3)[N:10]=2)[CH:5]=[CH:6][C:7]=1[F:8], predict the reactants needed to synthesize it. The reactants are: [F:1][C:2]1[CH:3]=[C:4]([C:9]2[O:13][N:12]=[C:11]([C:14]3[CH:19]=[CH:18][N:17]=[N:16][CH:15]=3)[N:10]=2)[CH:5]=[CH:6][C:7]=1[F:8].[ClH:20].Cl.N1C=CC=C(C2N=C(C3C=CC=C([C@H]4CCCN4)C=3)ON=2)C=1. (4) Given the product [NH2:11][CH2:12][CH2:13][CH2:14][CH2:15][C@H:16]([O:27][P:28]([CH:31]([NH:35][C:36](=[O:45])[CH2:37][CH2:38][C:39]1[CH:40]=[CH:41][CH:42]=[CH:43][CH:44]=1)[CH:32]([CH3:34])[CH3:33])([OH:30])=[O:29])[C:17]([OH:19])=[O:18], predict the reactants needed to synthesize it. The reactants are: C(OC([NH:11][CH2:12][CH2:13][CH2:14][CH2:15][C@H:16]([O:27][P:28]([CH:31]([NH:35][C:36](=[O:45])[CH2:37][CH2:38][C:39]1[CH:44]=[CH:43][CH:42]=[CH:41][CH:40]=1)[CH:32]([CH3:34])[CH3:33])([OH:30])=[O:29])[C:17]([O:19]CC1C=CC=CC=1)=[O:18])=O)C1C=CC=CC=1. (5) Given the product [CH:32]1([CH2:35][CH2:36][O:37][C:6]2[N:14]=[C:13]3[C:9]([N:10]=[C:11]([O:22][CH3:23])[N:12]3[CH2:15][CH2:16][C@H:17]3[CH2:21][CH2:20][O:19][CH2:18]3)=[C:8]([NH2:24])[N:7]=2)[CH2:34][CH2:33]1, predict the reactants needed to synthesize it. The reactants are: C(N[C:6]1[N:14]=[C:13]2[C:9]([N:10]=[C:11]([O:22][CH3:23])[N:12]2[CH2:15][CH2:16][C@@H:17]2[CH2:21][CH2:20][O:19][CH2:18]2)=[C:8]([NH2:24])[N:7]=1)CCC.FC(F)(F)C(O)=O.[CH:32]1([CH2:35][CH2:36][O:37]C2NC(N)=C3C(N=2)=NC(OC)=N3)[CH2:34][CH2:33]1.BrCC[C@H]1CCOC1. (6) Given the product [CH3:1][O:2][C:3]([C:4]1[N:12]=[N:13][C:7]([OH:8])=[CH:6][C:5]=1[OH:11])=[O:14], predict the reactants needed to synthesize it. The reactants are: [CH3:1][O:2][C:3](=[O:14])[C:4](=[N+:12]=[N-:13])[C:5](=[O:11])[CH2:6][C:7](OC)=[O:8].C1(P(C2C=CC=CC=2)C2C=CC=CC=2)C=CC=CC=1.C(OCC)(=O)C.